This data is from Full USPTO retrosynthesis dataset with 1.9M reactions from patents (1976-2016). The task is: Predict the reactants needed to synthesize the given product. Given the product [Cl:43][C:44]1[CH:51]=[C:50]([Cl:52])[CH:49]=[CH:48][C:45]=1[CH2:46][NH:47][C:11]([C:8]1[CH:9]=[C:10]2[C:5]([C:4]([N:14]3[CH2:15][CH2:16][N:17]([CH3:20])[CH2:18][CH2:19]3)=[N:3][N:2]2[CH3:1])=[CH:6][CH:7]=1)=[O:13], predict the reactants needed to synthesize it. The reactants are: [CH3:1][N:2]1[C:10]2[C:5](=[CH:6][CH:7]=[C:8]([C:11]([O-:13])=O)[CH:9]=2)[C:4]([N:14]2[CH2:19][CH2:18][N:17]([CH3:20])[CH2:16][CH2:15]2)=[N:3]1.[Li+].C(Cl)CCl.C1C=CC2N(O)N=NC=2C=1.CCN(CC)CC.[Cl:43][C:44]1[CH:51]=[C:50]([Cl:52])[CH:49]=[CH:48][C:45]=1[CH2:46][NH2:47].